This data is from Peptide-MHC class II binding affinity with 134,281 pairs from IEDB. The task is: Regression. Given a peptide amino acid sequence and an MHC pseudo amino acid sequence, predict their binding affinity value. This is MHC class II binding data. (1) The peptide sequence is AFILDGSNLFPKV. The MHC is DRB1_0401 with pseudo-sequence DRB1_0401. The binding affinity (normalized) is 0.909. (2) The peptide sequence is QVVLSSMINPLVMST. The MHC is DRB1_0901 with pseudo-sequence DRB1_0901. The binding affinity (normalized) is 0.954. (3) The peptide sequence is TKIMSSKRILERESV. The MHC is DRB1_0101 with pseudo-sequence DRB1_0101. The binding affinity (normalized) is 0.816. (4) The peptide sequence is GELQIVVKIDAAFKI. The MHC is DRB1_0802 with pseudo-sequence DRB1_0802. The binding affinity (normalized) is 0.381.